This data is from Full USPTO retrosynthesis dataset with 1.9M reactions from patents (1976-2016). The task is: Predict the reactants needed to synthesize the given product. Given the product [F:22][C:23]1[CH:30]=[CH:29][C:26]([CH2:27][NH:28][C:14]([C:12]2[N:13]=[C:8]([N:3]3[CH2:4][CH2:5][CH2:6][CH2:7][S:2]3(=[O:1])=[O:21])[N:9]([CH3:20])[C:10](=[O:19])[C:11]=2[O:17][CH3:18])=[O:16])=[CH:25][CH:24]=1, predict the reactants needed to synthesize it. The reactants are: [O:1]=[S:2]1(=[O:21])[CH2:7][CH2:6][CH2:5][CH2:4][N:3]1[C:8]1[N:9]([CH3:20])[C:10](=[O:19])[C:11]([O:17][CH3:18])=[C:12]([C:14]([OH:16])=O)[N:13]=1.[F:22][C:23]1[CH:30]=[CH:29][C:26]([CH2:27][NH2:28])=[CH:25][CH:24]=1.C(N(CC)CC)C.F[P-](F)(F)(F)(F)F.N1(O[P+](N2CCCC2)(N2CCCC2)N2CCCC2)C2C=CC=CC=2N=N1.